This data is from Full USPTO retrosynthesis dataset with 1.9M reactions from patents (1976-2016). The task is: Predict the reactants needed to synthesize the given product. (1) Given the product [CH3:7][C:5]1([CH3:8])[CH2:6][C:2]2[NH:16][C:10]([C:11]([O:13][CH2:14][CH3:15])=[O:12])=[CH:9][C:3]=2[CH2:4]1, predict the reactants needed to synthesize it. The reactants are: Cl[C:2]1[CH2:6][C:5]([CH3:8])([CH3:7])[CH2:4][C:3]=1/[CH:9]=[CH:10]/[C:11]([O:13][CH2:14][CH3:15])=[O:12].[N-:16]=[N+]=[N-].[Na+].O.C(Cl)Cl. (2) Given the product [O:50]=[C:47]1[C:48]2[C:44](=[CH:43][CH:42]=[C:41]([C:38]3[CH:37]=[CH:36][C:35]([NH:34][C:66](=[O:67])[C:65]4[CH:69]=[CH:70][C:62]([C:61]([F:60])([F:71])[F:72])=[CH:63][CH:64]=4)=[CH:40][CH:39]=3)[CH:49]=2)[CH2:45][N:46]1[C@@H:51]1[CH2:55][CH2:54][CH2:53][C@@H:52]1[C:56]([O:58][CH3:59])=[O:57], predict the reactants needed to synthesize it. The reactants are: C(NC1C=CC(C2C=C3C(CN([C@@H](C(C)C)C(OC)=O)C3=O)=CC=2)=CC=1)(=O)C1C=CC=CC=1.[NH2:34][C:35]1[CH:40]=[CH:39][C:38]([C:41]2[CH:49]=[C:48]3[C:44]([CH2:45][N:46]([C@@H:51]4[CH2:55][CH2:54][CH2:53][C@@H:52]4[C:56]([O:58][CH3:59])=[O:57])[C:47]3=[O:50])=[CH:43][CH:42]=2)=[CH:37][CH:36]=1.[F:60][C:61]([F:72])([F:71])[C:62]1[CH:70]=[CH:69][C:65]([C:66](Cl)=[O:67])=[CH:64][CH:63]=1. (3) Given the product [Br:1][C:2]1[CH:3]=[C:4]([N:9]2[C:13](=[O:14])[O:12][N:11]=[C:10]2[C:15]2[C:19]([NH:20][CH2:21][CH2:22][OH:23])=[N:18][O:17][N:16]=2)[CH:5]=[CH:6][C:7]=1[F:8], predict the reactants needed to synthesize it. The reactants are: [Br:1][C:2]1[CH:3]=[C:4]([N:9]2[C:13](=[O:14])[O:12][N:11]=[C:10]2[C:15]2[C:19]([NH:20][CH2:21][CH2:22][O:23]C)=[N:18][O:17][N:16]=2)[CH:5]=[CH:6][C:7]=1[F:8].B(Br)(Br)Br. (4) Given the product [O:17]1[C:21]2([CH2:26][CH2:25][CH:24]([NH:27][C:12](=[O:14])[C:11]3[CH:15]=[CH:16][C:8]([C:4]4[CH:5]=[CH:6][CH:7]=[C:2]([F:1])[CH:3]=4)=[N:9][CH:10]=3)[CH2:23][CH2:22]2)[O:20][CH2:19][CH2:18]1, predict the reactants needed to synthesize it. The reactants are: [F:1][C:2]1[CH:3]=[C:4]([C:8]2[CH:16]=[CH:15][C:11]([C:12]([OH:14])=O)=[CH:10][N:9]=2)[CH:5]=[CH:6][CH:7]=1.[O:17]1[C:21]2([CH2:26][CH2:25][CH:24]([NH2:27])[CH2:23][CH2:22]2)[O:20][CH2:19][CH2:18]1.C(N(CC)CC)C.CN(C(ON1N=NC2C=CC=CC1=2)=[N+](C)C)C.F[P-](F)(F)(F)(F)F.